From a dataset of Reaction yield outcomes from USPTO patents with 853,638 reactions. Predict the reaction yield, written as a fraction of the theoretical maximum amount of product (1.0 means a 100% yield; for example, 0.34 means a 34% yield). (1) The reactants are F[C:2]1[CH:9]=[C:8]([F:10])[CH:7]=[C:6]([F:11])[C:3]=1[C:4]#[N:5].[OH:12][C:13]1[CH:14]=[C:15]([NH:19][S:20]([N:23]([CH3:25])[CH3:24])(=[O:22])=[O:21])[CH:16]=[CH:17][CH:18]=1.[H-].[Na+]. The catalyst is C1COCC1. The product is [C:4]([C:3]1[C:6]([F:11])=[CH:7][C:8]([F:10])=[CH:9][C:2]=1[O:12][C:13]1[CH:14]=[C:15]([NH:19][S:20]([N:23]([CH3:25])[CH3:24])(=[O:21])=[O:22])[CH:16]=[CH:17][CH:18]=1)#[N:5]. The yield is 0.840. (2) The reactants are [C:1]([NH:9][C:10]1[CH:11]=[C:12]([CH:16]=[CH:17][CH:18]=1)[C:13](O)=[O:14])(=[O:8])[C:2]1[CH:7]=[CH:6][CH:5]=[CH:4][CH:3]=1.S(Cl)([Cl:21])=O. The catalyst is C1(C)C=CC=CC=1. The product is [C:1]([NH:9][C:10]1[CH:11]=[C:12]([CH:16]=[CH:17][CH:18]=1)[C:13]([Cl:21])=[O:14])(=[O:8])[C:2]1[CH:7]=[CH:6][CH:5]=[CH:4][CH:3]=1. The yield is 0.950. (3) The reactants are [Cl:1][C:2]1[N:7]=[C:6]([NH:8][C:9]2[C:14]([F:15])=[CH:13][CH:12]=[CH:11][C:10]=2[OH:16])[C:5]([Cl:17])=[CH:4][N:3]=1.[C:18]([O:22][CH3:23])(=[O:21])[CH2:19]O.C1(P(C2C=CC=CC=2)C2C=CC=CC=2)C=CC=CC=1.N(C(OC(C)(C)C)=O)=NC(OC(C)(C)C)=O. The catalyst is C(Cl)Cl. The product is [CH3:23][O:22][C:18](=[O:21])[CH2:19][O:16][C:10]1[CH:11]=[CH:12][CH:13]=[C:14]([F:15])[C:9]=1[NH:8][C:6]1[C:5]([Cl:17])=[CH:4][N:3]=[C:2]([Cl:1])[N:7]=1. The yield is 0.790. (4) The reactants are [C:1]([O:4][C@H:5]1[C@@H:18]([O:19][C:20](=[O:22])[CH3:21])[C@H:17]([O:23][C:24](=[O:26])[CH3:25])[C@@H:16]([CH2:27][O:28][C:29](=[O:31])[CH3:30])[O:15][C@@H:6]1[O:7][C:8]1[CH:13]=[CH:12][CH:11]=[C:10](Br)[CH:9]=1)(=[O:3])[CH3:2].[CH3:32][O:33][C:34]([C:36]1[CH:41]=[CH:40][C:39](B(O)O)=[CH:38][CH:37]=1)=[O:35].C(=O)([O-])[O-].[Cs+].[Cs+].C(O[C@H]1[C@@H](OC(=O)C)[C@H](OC(=O)C)[C@@H](COC(=O)C)O[C@@H]1OC1C=CC(C2C=CC(C(OC)=O)=CC=2)=CC=1Cl)(=O)C. The catalyst is O1CCOCC1.C1C=CC([P]([Pd]([P](C2C=CC=CC=2)(C2C=CC=CC=2)C2C=CC=CC=2)([P](C2C=CC=CC=2)(C2C=CC=CC=2)C2C=CC=CC=2)[P](C2C=CC=CC=2)(C2C=CC=CC=2)C2C=CC=CC=2)(C2C=CC=CC=2)C2C=CC=CC=2)=CC=1. The product is [C:1]([O:4][C@H:5]1[C@@H:18]([O:19][C:20](=[O:22])[CH3:21])[C@H:17]([O:23][C:24](=[O:26])[CH3:25])[C@@H:16]([CH2:27][O:28][C:29](=[O:31])[CH3:30])[O:15][C@@H:6]1[O:7][C:8]1[CH:9]=[C:10]([C:39]2[CH:40]=[CH:41][C:36]([C:34]([O:33][CH3:32])=[O:35])=[CH:37][CH:38]=2)[CH:11]=[CH:12][CH:13]=1)(=[O:3])[CH3:2]. The yield is 0.560. (5) The reactants are [NH2:1][C:2]([C:4]1[C:5]([F:18])=[C:6]([CH:14]=[CH:15][C:16]=1[F:17])[O:7][CH2:8][CH:9]=[CH:10][C:11]([OH:13])=[O:12])=[O:3].C([O-])([O-])=O.[K+].[K+].[CH2:25](Br)[CH2:26][CH2:27][CH3:28]. The catalyst is CN(C=O)C.O. The product is [NH2:1][C:2]([C:4]1[C:5]([F:18])=[C:6]([CH:14]=[CH:15][C:16]=1[F:17])[O:7][CH2:8][CH:9]=[CH:10][C:11]([O:13][CH2:25][CH2:26][CH2:27][CH3:28])=[O:12])=[O:3]. The yield is 0.570. (6) The reactants are [Cl:1][C:2]1[CH:35]=[CH:34][CH:33]=[CH:32][C:3]=1[O:4][C:5]1[CH2:9][N:8]([C@@H:10]([CH2:27][CH2:28][S:29][CH3:30])[C:11]([NH:13][C:14]2[CH:18]=[CH:17][N:16]([CH2:19][C@@H:20]3[CH2:24][O:23]C(C)(C)[O:21]3)[N:15]=2)=[O:12])[C:7](=[O:31])[CH:6]=1.O.C1(C)C=CC(S(O)(=O)=O)=CC=1. The catalyst is CO. The product is [Cl:1][C:2]1[CH:35]=[CH:34][CH:33]=[CH:32][C:3]=1[O:4][C:5]1[CH2:9][N:8]([C@@H:10]([CH2:27][CH2:28][S:29][CH3:30])[C:11]([NH:13][C:14]2[CH:18]=[CH:17][N:16]([CH2:19][C@@H:20]([OH:21])[CH2:24][OH:23])[N:15]=2)=[O:12])[C:7](=[O:31])[CH:6]=1. The yield is 0.740. (7) The reactants are [Cl:1][C:2]1[CH:3]=[CH:4][C:5]([S:9]([CH3:11])=O)=[C:6]([CH:8]=1)[NH2:7].[Cl:12][C:13]1[CH:14]=[C:15]([S:20](Cl)(=[O:22])=[O:21])[CH:16]=[CH:17][C:18]=1[Cl:19]. No catalyst specified. The product is [Cl:12][C:13]1[CH:14]=[C:15]([S:20]([NH:7][C:6]2[CH:8]=[C:2]([Cl:1])[CH:3]=[CH:4][C:5]=2[S:9][CH3:11])(=[O:21])=[O:22])[CH:16]=[CH:17][C:18]=1[Cl:19]. The yield is 0.210.